Dataset: Forward reaction prediction with 1.9M reactions from USPTO patents (1976-2016). Task: Predict the product of the given reaction. (1) The product is: [Cl:32][C:29]1[CH:30]=[CH:31][C:26]([S:23]([NH:22][C:17]2[CH:18]=[CH:19][CH:20]=[CH:21][C:16]=2[NH:15][S:12]([C:3]2[CH:4]=[C:5]([C:8]([F:10])([F:9])[F:11])[CH:6]=[CH:41][C:40]=2[O:39][CH3:38])(=[O:13])=[O:14])(=[O:25])=[O:24])=[CH:27][CH:28]=1. Given the reactants ClC1C=[CH:6][C:5]([C:8]([F:11])([F:10])[F:9])=[CH:4][C:3]=1[S:12]([NH:15][C:16]1[CH:21]=[CH:20][CH:19]=[CH:18][C:17]=1[NH:22][S:23]([C:26]1[CH:31]=[CH:30][C:29]([Cl:32])=[CH:28][CH:27]=1)(=[O:25])=[O:24])(=[O:14])=[O:13].C[O-].[Na+].O1[CH2:41][CH2:40][O:39][CH2:38]C1, predict the reaction product. (2) Given the reactants [NH2:1][C:2]1[C:6]2=[N:7][CH:8]=[CH:9][CH:10]=[C:5]2[C:4]([C:21]2[CH:26]=[CH:25][C:24]([OH:27])=[C:23](Br)[CH:22]=2)([C:11]2[CH:16]=[CH:15][N:14]=[C:13]([C:17]([F:20])([F:19])[F:18])[CH:12]=2)[N:3]=1.[F:29][C:30]1[CH:35]=[CH:34][CH:33]=[CH:32][C:31]=1B(O)O, predict the reaction product. The product is: [NH2:1][C:2]1[C:6]2=[N:7][CH:8]=[CH:9][CH:10]=[C:5]2[C:4]([C:21]2[CH:22]=[C:23]([C:31]3[CH:32]=[CH:33][CH:34]=[CH:35][C:30]=3[F:29])[C:24]([OH:27])=[CH:25][CH:26]=2)([C:11]2[CH:16]=[CH:15][N:14]=[C:13]([C:17]([F:20])([F:19])[F:18])[CH:12]=2)[N:3]=1. (3) Given the reactants [Cl:1][C:2]1[CH:7]=[CH:6][N:5]=[C:4]2[NH:8][CH:9]=[C:10]([CH3:11])[C:3]=12.[H-].[Na+].[C:14]1([S:20](Cl)(=[O:22])=[O:21])[CH:19]=[CH:18][CH:17]=[CH:16][CH:15]=1, predict the reaction product. The product is: [Cl:1][C:2]1[CH:7]=[CH:6][N:5]=[C:4]2[N:8]([S:20]([C:14]3[CH:19]=[CH:18][CH:17]=[CH:16][CH:15]=3)(=[O:22])=[O:21])[CH:9]=[C:10]([CH3:11])[C:3]=12. (4) Given the reactants [Cl:1][C:2]1[CH:3]=[CH:4][C:5]2[NH:11][C:10](=[O:12])[C@@H:9]([CH2:13][C:14](OCC)=[O:15])[O:8][C@H:7]([C:19]3[CH:24]=[CH:23][CH:22]=[C:21]([O:25][CH3:26])[C:20]=3[O:27][CH3:28])[C:6]=2[CH:29]=1.Cl.[NH2:31][CH2:32][C:33](=[O:40])[CH2:34][CH2:35][C:36]([O:38][CH3:39])=[O:37].Cl.C(N=C=NCCCN(C)C)C.ON1C2C=CC=CC=2N=N1, predict the reaction product. The product is: [Cl:1][C:2]1[CH:3]=[CH:4][C:5]2[NH:11][C:10](=[O:12])[C@@H:9]([CH2:13][C:14]([NH:31][CH2:32][C:33](=[O:40])[CH2:34][CH2:35][C:36]([O:38][CH3:39])=[O:37])=[O:15])[O:8][C@H:7]([C:19]3[CH:24]=[CH:23][CH:22]=[C:21]([O:25][CH3:26])[C:20]=3[O:27][CH3:28])[C:6]=2[CH:29]=1. (5) Given the reactants C1(P(C2C=CC=CC=2)C2C=CC=CC=2)C=CC=CC=1.[Cl:20][CH2:21][CH2:22][CH2:23][OH:24].[Cl:25][C:26]1[C:35]2[C:30](=[CH:31][C:32](O)=[C:33]([O:36][CH3:37])[CH:34]=2)[N:29]=[CH:28][N:27]=1.N(C(OC(C)(C)C)=O)=NC(OC(C)(C)C)=O, predict the reaction product. The product is: [Cl:25][C:26]1[C:35]2[C:30](=[CH:31][C:32]([O:24][CH2:23][CH2:22][CH2:21][Cl:20])=[C:33]([O:36][CH3:37])[CH:34]=2)[N:29]=[CH:28][N:27]=1. (6) Given the reactants [I:1][C:2]1[CH:10]=[C:9]2[C:5]([CH:6]=[N:7][NH:8]2)=[CH:4][CH:3]=1.[H-].[Na+].Cl[C:14]1[N:19]=[CH:18][N:17]=[C:16]([NH:20][C:21]2[C:22]([O:27][CH3:28])=[N:23][CH:24]=[CH:25][CH:26]=2)[CH:15]=1, predict the reaction product. The product is: [I:1][C:2]1[CH:10]=[C:9]2[C:5]([CH:6]=[N:7][N:8]2[C:14]2[N:19]=[CH:18][N:17]=[C:16]([NH:20][C:21]3[C:22]([O:27][CH3:28])=[N:23][CH:24]=[CH:25][CH:26]=3)[CH:15]=2)=[CH:4][CH:3]=1. (7) Given the reactants [Br:1][C:2]1[CH:9]=[CH:8][CH:7]=[CH:6][C:3]=1[CH2:4]Br.P(OCC)(OCC)OCC.CC([O-])(C)C.[K+].C(OP([CH2:34][C:35]1[CH:40]=[CH:39][CH:38]=[CH:37][C:36]=1Br)(=O)OCC)C.[Cl:42]OC1C(=CC=CC=1)C=O.[C:52]([O:55]C(=O)C)(=[O:54])[CH3:53].Cl, predict the reaction product. The product is: [C:52]([O:55][C:36]1[CH:37]=[CH:38][C:39]([Cl:42])=[CH:40][C:35]=1/[CH:34]=[CH:4]/[C:3]1[CH:6]=[CH:7][CH:8]=[CH:9][C:2]=1[Br:1])(=[O:54])[CH3:53].